From a dataset of Forward reaction prediction with 1.9M reactions from USPTO patents (1976-2016). Predict the product of the given reaction. (1) Given the reactants [CH3:1][C:2]1[CH:11]=[C:10]2[C:5]([CH:6]=[CH:7][CH:8]=[N:9]2)=[CH:4][C:3]=1OS(C(F)(F)F)(=O)=O.C(N(C(C)C)CC)(C)C.[CH3:29][N:30]1[CH:34]=[C:33]([C:35]2[CH:36]=[CH:37][C:38]3[N:39]([C:41]([SH:44])=[N:42][N:43]=3)[N:40]=2)[CH:32]=[N:31]1.[OH-].[Na+], predict the reaction product. The product is: [CH3:1][C:2]1[CH:11]=[C:10]2[C:5]([CH:6]=[CH:7][CH:8]=[N:9]2)=[CH:4][C:3]=1[S:44][C:41]1[N:39]2[N:40]=[C:35]([C:33]3[CH:32]=[N:31][N:30]([CH3:29])[CH:34]=3)[CH:36]=[CH:37][C:38]2=[N:43][N:42]=1. (2) Given the reactants [NH2:1][C:2]1[CH:3]=[C:4]2[C:9](=[C:10]([Cl:12])[CH:11]=1)[N:8]=[CH:7][C:6]([C:13]#[N:14])=[C:5]2[NH:15][C:16]1[CH:21]=[CH:20][C:19]([F:22])=[C:18]([Cl:23])[CH:17]=1.[N:24]1[C:33]2[C:28](=[CH:29][CH:30]=[CH:31][CH:32]=2)[C:27]([CH:34]=O)=[CH:26][CH:25]=1.[BH3-]C#N.[Na+], predict the reaction product. The product is: [Cl:12][C:10]1[CH:11]=[C:2]([NH:1][CH2:34][C:27]2[C:28]3[C:33](=[CH:32][CH:31]=[CH:30][CH:29]=3)[N:24]=[CH:25][CH:26]=2)[CH:3]=[C:4]2[C:9]=1[N:8]=[CH:7][C:6]([C:13]#[N:14])=[C:5]2[NH:15][C:16]1[CH:21]=[CH:20][C:19]([F:22])=[C:18]([Cl:23])[CH:17]=1. (3) Given the reactants [N:1]1[CH:6]=[CH:5][C:4]([CH2:7][C:8]([C:10]2[CH:11]=[C:12]([CH:15]=[CH:16][CH:17]=2)[C:13]#[N:14])=[O:9])=[CH:3][CH:2]=1.C(=O)([O-])[O-].[K+].[K+].[C:24](=[S:26])=[S:25].Br[CH2:28]Br, predict the reaction product. The product is: [S:25]1[CH2:28][S:26][C:24]1=[C:7]([C:4]1[CH:5]=[CH:6][N:1]=[CH:2][CH:3]=1)[C:8]([C:10]1[CH:11]=[C:12]([CH:15]=[CH:16][CH:17]=1)[C:13]#[N:14])=[O:9]. (4) Given the reactants [C:1]([CH2:3][C:4]1([N:10]2[CH2:13][CH:12]([CH2:14][N:15]([C@@H:22]3[CH2:24][C@H:23]3[C:25]3[CH:30]=[CH:29][CH:28]=[CH:27][CH:26]=3)C(=[O:21])C(F)(F)F)[CH2:11]2)[CH2:9][CH2:8][NH:7][CH2:6][CH2:5]1)#[N:2].C=O.[C:33](O)(=[O:35])C.C(O[BH-](OC(=O)C)OC(=O)C)(=O)C.[Na+].[OH-].[Na+], predict the reaction product. The product is: [C:1](#[N:2])[CH3:3].[OH2:21].[NH4+:2].[OH-:35].[CH3:33][N:7]1[CH2:6][CH2:5][C:4]([CH2:3][C:1]#[N:2])([N:10]2[CH2:13][CH:12]([CH2:14][NH:15][C@@H:22]3[CH2:24][C@H:23]3[C:25]3[CH:26]=[CH:27][CH:28]=[CH:29][CH:30]=3)[CH2:11]2)[CH2:9][CH2:8]1.